The task is: Predict the reactants needed to synthesize the given product.. This data is from Full USPTO retrosynthesis dataset with 1.9M reactions from patents (1976-2016). Given the product [Cl:6][C:7]1[CH:8]=[CH:9][C:10]([CH2:13][CH2:14][C:15]2[O:16][C:2](=[O:3])[S:4][N:17]=2)=[CH:11][CH:12]=1, predict the reactants needed to synthesize it. The reactants are: Cl[C:2]([S:4]Cl)=[O:3].[Cl:6][C:7]1[CH:12]=[CH:11][C:10]([CH2:13][CH2:14][C:15]([NH2:17])=[O:16])=[CH:9][CH:8]=1.